Dataset: Full USPTO retrosynthesis dataset with 1.9M reactions from patents (1976-2016). Task: Predict the reactants needed to synthesize the given product. (1) Given the product [NH:1]1[C:2]2[C:3](=[CH:7][CH:8]=[CH:9][CH:10]=2)[C:4](=[O:5])[NH:6][C:16]1=[O:17].[NH2:12][C:4]([NH2:6])=[O:5], predict the reactants needed to synthesize it. The reactants are: [NH2:1][C:2]1[CH:10]=[CH:9][CH:8]=[CH:7][C:3]=1[C:4]([NH2:6])=[O:5].C[N:12]1[C:16](=[O:17])CCC1. (2) Given the product [C:18]([NH:1][C:2]1[CH:7]=[CH:6][CH:5]=[CH:4][C:3]=1[B:8]([OH:10])[OH:9])(=[O:20])[CH3:19], predict the reactants needed to synthesize it. The reactants are: [NH2:1][C:2]1[CH:7]=[CH:6][CH:5]=[CH:4][C:3]=1[B:8]([OH:10])[OH:9].C(N(CC)CC)C.[C:18](Cl)(=[O:20])[CH3:19]. (3) The reactants are: [I:1][C:2]1[C:6]([C:7]([O:9]CC)=[O:8])=[CH:5][N:4]([CH3:12])[N:3]=1.[OH-].[K+]. Given the product [I:1][C:2]1[C:6]([C:7]([OH:9])=[O:8])=[CH:5][N:4]([CH3:12])[N:3]=1, predict the reactants needed to synthesize it. (4) The reactants are: [C:1]([O:5][C:6]([N:8]([C@H:16]1[CH2:24][O:23][CH2:22][C@H:21]([CH2:25][C:26]2[C:35]3[C:30](=[CH:31][CH:32]=[CH:33][CH:34]=3)[CH:29]=[CH:28][CH:27]=2)[C@@H:20]([OH:36])[C@H:19]([CH3:37])[O:18][C:17]1=[O:38])[C:9](=[O:15])[O:10][C:11]([CH3:14])([CH3:13])[CH3:12])=[O:7])([CH3:4])([CH3:3])[CH3:2].C(O)(=O)C.C(O)(=O)C.[C:47]1([CH3:74])[C:48](C([Bi]([C:74]([C:47]2[C:52](C)=[CH:51][CH:50]=[CH:49][CH:48]=2)=O)[C:74]([C:47]2[C:52](C)=[CH:51][CH:50]=[CH:49][CH:48]=2)=O)=O)=[CH:49][CH:50]=[CH:51][CH:52]=1.C1(N(C)C2CCCCC2)CCCCC1. Given the product [C:11]([O:10][C:9]([N:8]([C@H:16]1[CH2:24][O:23][CH2:22][C@H:21]([CH2:25][C:26]2[C:35]3[C:30](=[CH:31][CH:32]=[CH:33][CH:34]=3)[CH:29]=[CH:28][CH:27]=2)[C@@H:20]([O:36][C:50]2[CH:49]=[CH:48][C:47]([CH3:74])=[CH:52][CH:51]=2)[C@H:19]([CH3:37])[O:18][C:17]1=[O:38])[C:6](=[O:7])[O:5][C:1]([CH3:2])([CH3:3])[CH3:4])=[O:15])([CH3:13])([CH3:14])[CH3:12], predict the reactants needed to synthesize it. (5) Given the product [F:13][C:14]([F:20])([F:19])[C:15]([O:17][C:1]([N:8]1[CH:12]=[CH:11][N:10]=[CH:9]1)=[O:2])([CH3:18])[CH3:16], predict the reactants needed to synthesize it. The reactants are: [C:1]([N:8]1[CH:12]=[CH:11][N:10]=[CH:9]1)(N1C=CN=C1)=[O:2].[F:13][C:14]([F:20])([F:19])[C:15]([CH3:18])([OH:17])[CH3:16].O. (6) Given the product [O:3]=[C:1]1[C:14]2[C:6](=[CH:7][CH:8]=[C:9]([C:10]([OH:12])=[O:11])[CH:13]=2)[CH2:5][CH2:4]1, predict the reactants needed to synthesize it. The reactants are: [C:1]([CH2:4][CH2:5][C:6]1[CH:14]=[CH:13][C:9]([C:10]([OH:12])=[O:11])=[CH:8][CH:7]=1)([OH:3])=O.[Al+3].[Cl-].[Cl-].[Cl-].[Na+].[Cl-].Cl. (7) Given the product [CH3:11][C:10]([C:13]1[CH:17]=[C:16]([NH:18][C:19](=[O:32])[C:20]([CH3:31])([S:22]([CH:25]2[CH2:26][CH2:27][O:28][CH2:29][CH2:30]2)(=[O:24])=[O:23])[CH3:21])[O:15][N:14]=1)([CH3:12])[CH2:9][O:8][C:1](=[O:3])[CH3:2], predict the reactants needed to synthesize it. The reactants are: [C:1](OC(=O)C)(=[O:3])[CH3:2].[OH:8][CH2:9][C:10]([C:13]1[CH:17]=[C:16]([NH:18][C:19](=[O:32])[C:20]([CH3:31])([S:22]([CH:25]2[CH2:30][CH2:29][O:28][CH2:27][CH2:26]2)(=[O:24])=[O:23])[CH3:21])[O:15][N:14]=1)([CH3:12])[CH3:11].N1C=CC=CC=1. (8) Given the product [NH2:19][C@@:9]([C:3]1[CH:4]=[CH:5][CH:6]=[C:7]([F:8])[C:2]=1[F:1])([CH2:10][F:11])[CH2:12][C@H:13]([OH:18])[C:14]([F:16])([F:17])[F:15], predict the reactants needed to synthesize it. The reactants are: [F:1][C:2]1[C:7]([F:8])=[CH:6][CH:5]=[CH:4][C:3]=1[C@@:9]([NH:19][S@@](C(C)(C)C)=O)([CH2:12][C@H:13]([OH:18])[C:14]([F:17])([F:16])[F:15])[CH2:10][F:11].Cl.O1CCOCC1. (9) Given the product [F:33][C:2]([F:1])([F:32])[C:3]1[CH:4]=[C:5]([C@H:13]([O:15][C@H:16]2[O:24][CH2:23][C@@H:19]3[CH2:20][N:21]([C:40]([C:37]4[NH:36][C:35](=[O:34])[NH:39][N:38]=4)=[O:41])[CH2:22][C@H:18]3[C@@H:17]2[C:25]2[CH:30]=[CH:29][CH:28]=[CH:27][C:26]=2[CH3:31])[CH3:14])[CH:6]=[C:7]([C:9]([F:10])([F:11])[F:12])[CH:8]=1, predict the reactants needed to synthesize it. The reactants are: [F:1][C:2]([F:33])([F:32])[C:3]1[CH:4]=[C:5]([C@H:13]([O:15][C@H:16]2[O:24][CH2:23][C@@H:19]3[CH2:20][NH:21][CH2:22][C@H:18]3[C@@H:17]2[C:25]2[CH:30]=[CH:29][CH:28]=[CH:27][C:26]=2[CH3:31])[CH3:14])[CH:6]=[C:7]([C:9]([F:12])([F:11])[F:10])[CH:8]=1.[O:34]=[C:35]1[NH:39][N:38]=[C:37]([C:40](O)=[O:41])[NH:36]1. (10) Given the product [CH:49]1([N:46]2[C:34]3[C:35]([O:37][C@@H:38]([C@H:40]4[CH2:44][NH:43][C:42](=[O:45])[CH2:41]4)[CH3:39])=[N:36][C:31]([C:28]4[CH:27]=[CH:26][C:25]([N:20]5[CH2:19][CH:18]6[CH2:24][CH:22]([N:23]6[CH:14]6[CH2:17][O:16][CH2:15]6)[CH2:21]5)=[CH:30][CH:29]=4)=[CH:32][C:33]=3[N:48]=[CH:47]2)[CH2:51][CH2:50]1, predict the reactants needed to synthesize it. The reactants are: BrC1C=CC(C2CCN([CH:14]3[CH2:17][O:16][CH2:15]3)CC2)=CC=1.[CH:18]12[CH2:24][CH:22]([NH:23]1)[CH2:21][N:20]([C:25]1[CH:30]=[CH:29][C:28]([C:31]3[N:36]=[C:35]([O:37][C@@H:38]([C@H:40]4[CH2:44][NH:43][C:42](=[O:45])[CH2:41]4)[CH3:39])[C:34]4[N:46]([CH:49]5[CH2:51][CH2:50]5)[CH:47]=[N:48][C:33]=4[CH:32]=3)=[CH:27][CH:26]=1)[CH2:19]2.